This data is from Full USPTO retrosynthesis dataset with 1.9M reactions from patents (1976-2016). The task is: Predict the reactants needed to synthesize the given product. (1) Given the product [CH:18]1([C:12]2[N:8]3[CH2:9][CH2:10][O:11][C:5]4[CH:4]=[C:3]([F:22])[C:2]([C:28]#[C:27][C:24]([OH:29])([CH3:23])[CH2:25][OH:26])=[CH:21][C:6]=4[C:7]3=[N:14][C:13]=2[C:15]([NH2:17])=[O:16])[CH2:20][CH2:19]1, predict the reactants needed to synthesize it. The reactants are: Br[C:2]1[C:3]([F:22])=[CH:4][C:5]2[O:11][CH2:10][CH2:9][N:8]3[C:12]([CH:18]4[CH2:20][CH2:19]4)=[C:13]([C:15]([NH2:17])=[O:16])[N:14]=[C:7]3[C:6]=2[CH:21]=1.[CH3:23][C:24]([OH:29])([C:27]#[CH:28])[CH2:25][OH:26]. (2) Given the product [ClH:8].[NH2:9][C:10]1[C:19]2[C:14](=[CH:15][C:16]([O:22][CH3:23])=[C:17]([O:20][CH3:21])[CH:18]=2)[N:13]=[C:12]([N:24]2[CH2:29][CH2:28][N:27]([C:6]([C:5]3[O:1][N:2]=[CH:3][CH:4]=3)=[O:7])[CH2:26][CH2:25]2)[N:11]=1, predict the reactants needed to synthesize it. The reactants are: [O:1]1[C:5]([C:6]([Cl:8])=[O:7])=[CH:4][CH:3]=[N:2]1.[NH2:9][C:10]1[C:19]2[C:14](=[CH:15][C:16]([O:22][CH3:23])=[C:17]([O:20][CH3:21])[CH:18]=2)[N:13]=[C:12]([N:24]2[CH2:29][CH2:28][NH:27][CH2:26][CH2:25]2)[N:11]=1. (3) Given the product [CH3:21][O:20][C:18]([NH:9][C@@H:10]([CH:11]([CH3:13])[CH3:12])[C:14]([OH:16])=[O:15])=[O:19], predict the reactants needed to synthesize it. The reactants are: C(=O)([O-])[O-].[Na+].[Na+].[OH-].[Na+].[NH2:9][C@H:10]([C:14]([OH:16])=[O:15])[CH:11]([CH3:13])[CH3:12].Cl[C:18]([O:20][CH3:21])=[O:19]. (4) The reactants are: Cl.[C:2]([NH:5][C:6]1[N:11]=[CH:10][N:9]=[C:8]([O:12][C:13]2[CH:14]=[C:15]3[C:20](=[CH:21][CH:22]=2)[C:19]([C:23]([NH:25][C:26]2[CH:31]=[CH:30][C:29]([N:32]4[CH2:37][CH2:36][CH2:35][C@H:34]([NH:38]C(=O)OC(C)(C)C)[CH2:33]4)=[C:28]([C:46]([F:49])([F:48])[F:47])[CH:27]=2)=[O:24])=[CH:18][CH:17]=[CH:16]3)[CH:7]=1)(=[O:4])[CH3:3].C([O-])(O)=O.[Na+]. Given the product [NH2:38][C@H:34]1[CH2:35][CH2:36][CH2:37][N:32]([C:29]2[CH:30]=[CH:31][C:26]([NH:25][C:23]([C:19]3[C:20]4[C:15](=[CH:14][C:13]([O:12][C:8]5[CH:7]=[C:6]([NH:5][C:2](=[O:4])[CH3:3])[N:11]=[CH:10][N:9]=5)=[CH:22][CH:21]=4)[CH:16]=[CH:17][CH:18]=3)=[O:24])=[CH:27][C:28]=2[C:46]([F:49])([F:48])[F:47])[CH2:33]1, predict the reactants needed to synthesize it. (5) Given the product [Cl:1][C:2]1[CH:3]=[C:4]([NH:9][C:10]([N:12]2[CH2:17][CH2:16][N:15]([CH2:18][C@@H:19]3[CH2:24][CH2:23][CH2:22][N:21]([CH2:25][CH2:26][O:27][C:28]4[CH:33]=[CH:32][CH:31]=[CH:30][CH:29]=4)[CH2:20]3)[CH2:14][CH2:13]2)=[O:11])[CH:5]=[CH:6][C:7]=1[Cl:8], predict the reactants needed to synthesize it. The reactants are: [Cl:1][C:2]1[CH:3]=[C:4]([NH:9][C:10]([N:12]2[CH2:17][CH2:16][N:15]([CH2:18][C@@H:19]3[CH2:24][CH2:23][CH2:22][N:21]([CH2:25][CH2:26][OH:27])[CH2:20]3)[CH2:14][CH2:13]2)=[O:11])[CH:5]=[CH:6][C:7]=1[Cl:8].[C:28]1(O)[CH:33]=[CH:32][CH:31]=[CH:30][CH:29]=1.P(CCCC)(CCCC)CCCC. (6) Given the product [C:1]([O:5][C:6]([NH:7][C:8]1[S:9][C:10]([C:43]2[CH:44]=[CH:45][C:40]([C:38]([O:37][CH3:36])=[O:39])=[CH:41][CH:42]=2)=[CH:11][C:12]=1[C:13]([N:15]1[CH2:20][CH2:19][CH:18]([N:21]2[CH2:33][CH2:32][CH2:31][C:23]3([C:27](=[O:28])[O:26][C:25]([CH3:30])([CH3:29])[CH2:24]3)[CH2:22]2)[CH2:17][CH2:16]1)=[O:14])=[O:35])([CH3:4])([CH3:3])[CH3:2], predict the reactants needed to synthesize it. The reactants are: [C:1]([O:5][C:6](=[O:35])[NH:7][C:8]1[S:9][C:10](Br)=[CH:11][C:12]=1[C:13]([N:15]1[CH2:20][CH2:19][CH:18]([N:21]2[CH2:33][CH2:32][CH2:31][C:23]3([C:27](=[O:28])[O:26][C:25]([CH3:30])([CH3:29])[CH2:24]3)[CH2:22]2)[CH2:17][CH2:16]1)=[O:14])([CH3:4])([CH3:3])[CH3:2].[CH3:36][O:37][C:38]([C:40]1[CH:45]=[CH:44][C:43](B(O)O)=[CH:42][CH:41]=1)=[O:39]. (7) Given the product [CH:32]12[CH2:39][CH:36]([CH2:37][CH2:38]1)[CH2:35][N:34]([CH2:26]/[CH:27]=[CH:28]/[C:29]([N:22]1[CH2:21][CH2:20][C:19]3[C:12]4[C:11]([NH:10][C:6]5[CH:7]=[C:8]([Cl:9])[C:3]([Cl:2])=[C:4]([OH:24])[CH:5]=5)=[N:16][CH:15]=[N:14][C:13]=4[S:17][C:18]=3[CH2:23]1)=[O:31])[CH2:33]2, predict the reactants needed to synthesize it. The reactants are: Cl.[Cl:2][C:3]1[C:8]([Cl:9])=[CH:7][C:6]([NH:10][C:11]2[C:12]3[C:19]4[CH2:20][CH2:21][NH:22][CH2:23][C:18]=4[S:17][C:13]=3[N:14]=[CH:15][N:16]=2)=[CH:5][C:4]=1[OH:24].Br[CH2:26]/[CH:27]=[CH:28]/[C:29]([OH:31])=O.[CH:32]12[CH2:39][CH:36]([CH2:37][CH2:38]1)[CH2:35][NH:34][CH2:33]2.